From a dataset of Full USPTO retrosynthesis dataset with 1.9M reactions from patents (1976-2016). Predict the reactants needed to synthesize the given product. (1) Given the product [OH:1][C:2]1[CH:24]=[CH:23][C:5]2[N:6]=[C:7]([C:9]3[S:13][C:12]([C:14]([N:16]4[CH2:17][CH2:18][N:19]([CH3:22])[CH2:20][CH2:21]4)=[O:15])=[CH:11][CH:10]=3)[S:8][C:4]=2[C:3]=1[CH:37]=[O:38], predict the reactants needed to synthesize it. The reactants are: [OH:1][C:2]1[CH:24]=[CH:23][C:5]2[N:6]=[C:7]([C:9]3[S:13][C:12]([C:14]([N:16]4[CH2:21][CH2:20][N:19]([CH3:22])[CH2:18][CH2:17]4)=[O:15])=[CH:11][CH:10]=3)[S:8][C:4]=2[CH:3]=1.C1N2CN3CN(C2)CN1C3.FC(F)(F)[C:37](O)=[O:38].C([O-])(O)=O.[Na+]. (2) Given the product [O:15]1[CH2:14][CH:13]1[CH2:11][O:1][C:2]1[CH:3]=[C:4]2[C:8](=[CH:9][CH:10]=1)[NH:7][CH:6]=[CH:5]2, predict the reactants needed to synthesize it. The reactants are: [OH:1][C:2]1[CH:3]=[C:4]2[C:8](=[CH:9][CH:10]=1)[NH:7][CH:6]=[CH:5]2.[CH2:11]([CH:13]1[O:15][CH2:14]1)Cl. (3) Given the product [Cl:46][C:40]1[N:39]=[C:38]([N:30]([C:31]([O:33][C:34]([CH3:37])([CH3:36])[CH3:35])=[O:32])[N:29]([C:27]([O:26][C:23]([CH3:22])([CH3:24])[CH3:25])=[O:28])[C:47]([O:49][C:50]([CH3:51])([CH3:52])[CH3:53])=[O:48])[C:43]([F:44])=[C:42]([N:8]([N:5]2[CH2:4][CH2:3][N:2]([CH3:1])[CH2:7][CH2:6]2)[CH2:9][C:10]2[S:11][CH:12]=[CH:13][N:14]=2)[N:41]=1, predict the reactants needed to synthesize it. The reactants are: [CH3:1][N:2]1[CH2:7][CH2:6][N:5]([NH:8][CH2:9][C:10]2[S:11][CH:12]=[CH:13][N:14]=2)[CH2:4][CH2:3]1.C(N(CC)CC)C.[CH3:22][C:23]([O:26][C:27]([N:29]([C:47]([O:49][C:50]([CH3:53])([CH3:52])[CH3:51])=[O:48])[N:30]([C:38]1[C:43]([F:44])=[C:42](Cl)[N:41]=[C:40]([Cl:46])[N:39]=1)[C:31]([O:33][C:34]([CH3:37])([CH3:36])[CH3:35])=[O:32])=[O:28])([CH3:25])[CH3:24].CS(C)=O. (4) Given the product [Cl:19][C:18]1[CH:17]=[CH:16][C:4]([CH2:5][NH:6][C:7]([C:9]2([C:12]([F:13])([F:14])[F:15])[CH2:10][CH2:11]2)=[O:8])=[CH:3][C:2]=1[N:1]=[C:25]=[S:26], predict the reactants needed to synthesize it. The reactants are: [NH2:1][C:2]1[CH:3]=[C:4]([CH:16]=[CH:17][C:18]=1[Cl:19])[CH2:5][NH:6][C:7]([C:9]1([C:12]([F:15])([F:14])[F:13])[CH2:11][CH2:10]1)=[O:8].C1N=CN([C:25](N2C=NC=C2)=[S:26])C=1. (5) The reactants are: [Br:1][C:2]1[CH:3]=[C:4]2[C:8](=[CH:9][CH:10]=1)[C:7](=[O:11])[NH:6][CH2:5]2.[C:12]([O:16][C:17](=O)[O-:18])([CH3:15])([CH3:14])[CH3:13].CO. Given the product [Br:1][C:2]1[CH:3]=[C:4]2[C:8](=[CH:9][CH:10]=1)[C:7](=[O:11])[N:6]([C:17]([O:16][C:12]([CH3:15])([CH3:14])[CH3:13])=[O:18])[CH2:5]2, predict the reactants needed to synthesize it.